From a dataset of Reaction yield outcomes from USPTO patents with 853,638 reactions. Predict the reaction yield, written as a fraction of the theoretical maximum amount of product (1.0 means a 100% yield; for example, 0.34 means a 34% yield). (1) The product is [F:16][CH2:1][S:2][C:4]1[CH:9]=[CH:8][CH:7]=[CH:6][CH:5]=1. The yield is 0.860. The catalyst is C(Cl)(Cl)Cl. The reactants are [CH3:1][S:2]([C:4]1[CH:9]=[CH:8][CH:7]=[CH:6][CH:5]=1)=O.C(N(S(F)(F)[F:16])CC)C.C(=O)([O-])O.[Na+]. (2) The reactants are O.[OH-].[Li+].[Cl:4][C:5]1[CH:30]=[C:29]([C:31]([NH:33][CH2:34][C:35]2[CH:40]=[CH:39][CH:38]=[C:37]([OH:41])[CH:36]=2)=[O:32])[CH:28]=[C:27]([Cl:42])[C:6]=1[C:7]([NH:9][C@H:10]([C:23]([O:25]C)=[O:24])[CH2:11][NH:12][C:13](=[O:22])[C:14]1[CH:19]=[C:18]([OH:20])[CH:17]=[C:16]([OH:21])[CH:15]=1)=[O:8]. The catalyst is O.O1CCCC1.CO. The product is [Cl:4][C:5]1[CH:30]=[C:29]([C:31]([NH:33][CH2:34][C:35]2[CH:40]=[CH:39][CH:38]=[C:37]([OH:41])[CH:36]=2)=[O:32])[CH:28]=[C:27]([Cl:42])[C:6]=1[C:7]([NH:9][C@H:10]([C:23]([OH:25])=[O:24])[CH2:11][NH:12][C:13](=[O:22])[C:14]1[CH:15]=[C:16]([OH:21])[CH:17]=[C:18]([OH:20])[CH:19]=1)=[O:8]. The yield is 0.650. (3) The product is [CH3:17][O:16][C:15]1[CH:14]=[C:13]2[C:12](=[CH:19][CH:18]=1)[NH:11][C:9](=[O:10])[C:8]2=[O:2]. The yield is 0.650. The catalyst is O. The reactants are S(=O)(=O)(O)[OH:2].N(=[CH:8][C:9]([NH:11][C:12]1[CH:19]=[CH:18][C:15]([O:16][CH3:17])=[CH:14][CH:13]=1)=[O:10])O. (4) The reactants are [Cl:1][C:2]1[C:7]([CH:8]=[N:9][CH2:10][C:11]2[CH:12]=[N:13][C:14]([O:18][CH2:19][C:20]([F:23])([F:22])[F:21])=[C:15]([CH3:17])[CH:16]=2)=[C:6]([NH2:24])[CH:5]=[CH:4][N:3]=1.C(O)(=O)C.C(O)(=O)C.IC1C=CC=CC=1. The catalyst is CN(C=O)C. The product is [Cl:1][C:2]1[C:7]2=[CH:8][N:9]([CH2:10][C:11]3[CH:12]=[N:13][C:14]([O:18][CH2:19][C:20]([F:21])([F:22])[F:23])=[C:15]([CH3:17])[CH:16]=3)[N:24]=[C:6]2[CH:5]=[CH:4][N:3]=1. The yield is 0.460. (5) The reactants are [C:1]([O:5]C(=O)[NH:7][C:8]1[CH:13]=[C:12]([CH3:14])[C:11]([CH2:15][NH:16][C:17]([C:19]2[C:20]3[C:21]([CH3:32])=[CH:22][N:23]([CH:29]([CH3:31])[CH3:30])[C:24]=3[CH:25]=[C:26]([Br:28])[CH:27]=2)=[O:18])=[C:10]([O:33]C)[N:9]=1)(C)(C)C.[Si](I)(C)(C)C. The catalyst is C(#N)C.C(Cl)Cl. The product is [NH4+:7].[OH-:5].[CH3:1][OH:5].[NH2:7][C:8]1[NH:9][C:10](=[O:33])[C:11]([CH2:15][NH:16][C:17]([C:19]2[C:20]3[C:21]([CH3:32])=[CH:22][N:23]([CH:29]([CH3:30])[CH3:31])[C:24]=3[CH:25]=[C:26]([Br:28])[CH:27]=2)=[O:18])=[C:12]([CH3:14])[CH:13]=1. The yield is 0.0500. (6) The product is [F:10][C:9]1[CH:8]=[CH:7][C:6]([NH:11][C:12]([C:14]2[CH:19]=[CH:18][C:17]([Cl:20])=[CH:16][N:15]=2)=[O:13])=[CH:5][C:4]=1[C:28]([OH:27])([CH3:29])[CH:21]=[CH2:22]. The yield is 0.770. The catalyst is C1COCC1.CCCCC.C(OCC)C.CCCCC. The reactants are C([C:4]1[CH:5]=[C:6]([NH:11][C:12]([C:14]2[CH:19]=[CH:18][C:17]([Cl:20])=[CH:16][N:15]=2)=[O:13])[CH:7]=[CH:8][C:9]=1[F:10])(=O)C.[CH:21]([Mg]Cl)=[CH2:22].C([O:27][CH2:28][CH3:29])C. (7) The reactants are S(=O)(=O)(O)O.O.[Cl:7][C:8]1[CH:13]=[CH:12][C:11]([CH2:14][CH:15](O)[CH:16]([CH3:18])[CH3:17])=[CH:10][CH:9]=1. No catalyst specified. The product is [Cl:7][C:8]1[CH:13]=[C:12]2[C:11]([CH2:14][CH2:15][C:16]2([CH3:18])[CH3:17])=[CH:10][CH:9]=1. The yield is 0.630. (8) The reactants are [C:1]([N:4]1[C:13]2[C:8](=[CH:9][C:10]([C:14]([OH:16])=O)=[CH:11][CH:12]=2)[C@H:7]([NH:17][C:18]([O:20][CH2:21][C:22]2[CH:27]=[CH:26][CH:25]=[CH:24][CH:23]=2)=[O:19])[C@@H:6]([CH3:28])[C@@H:5]1[CH:29]1[CH2:31][CH2:30]1)(=[O:3])[CH3:2].S(Cl)(Cl)=O.CC[N:38](C(C)C)C(C)C.N. The catalyst is ClCCl.C(#N)C.C1CCCCC1. The product is [C:1]([N:4]1[C:13]2[C:8](=[CH:9][C:10]([C:14](=[O:16])[NH2:38])=[CH:11][CH:12]=2)[C@H:7]([NH:17][C:18](=[O:19])[O:20][CH2:21][C:22]2[CH:27]=[CH:26][CH:25]=[CH:24][CH:23]=2)[C@@H:6]([CH3:28])[C@@H:5]1[CH:29]1[CH2:30][CH2:31]1)(=[O:3])[CH3:2]. The yield is 0.730. (9) The reactants are [Cl:1][C:2]1[N:7]=[C:6]([Cl:8])[C:5]([O:9][CH3:10])=[C:4](Cl)[N:3]=1.Cl.[NH:13]1[CH2:18][CH2:17][O:16][CH2:15][CH:14]1[CH2:19][OH:20].C(N(CC)CC)C. No catalyst specified. The product is [Cl:1][C:2]1[N:3]=[C:4]([N:13]2[CH2:18][CH2:17][O:16][CH2:15][CH:14]2[CH2:19][OH:20])[C:5]([O:9][CH3:10])=[C:6]([Cl:8])[N:7]=1. The yield is 0.450. (10) The reactants are [BrH:1].[CH3:2][O:3][CH2:4][C@H:5]([NH:30][C:31]([C:33]1[S:37][C:36]([CH3:38])=[N:35][CH:34]=1)=[O:32])[C:6]([NH:8][C@@H:9]([CH2:27][O:28][CH3:29])[C:10]([NH:12][C@@H:13]([CH2:20][C:21]1[CH:26]=[CH:25][CH:24]=[CH:23][CH:22]=1)[C:14]([C@@:16]1([CH3:19])[CH2:18][O:17]1)=[O:15])=[O:11])=[O:7]. The catalyst is O1CCOCC1.C(Cl)Cl. The product is [Br:1][CH2:18][C@:16]([OH:17])([CH3:19])[C:14](=[O:15])[C@@H:13]([NH:12][C:10](=[O:11])[C@@H:9]([NH:8][C:6](=[O:7])[C@@H:5]([NH:30][C:31]([C:33]1[S:37][C:36]([CH3:38])=[N:35][CH:34]=1)=[O:32])[CH2:4][O:3][CH3:2])[CH2:27][O:28][CH3:29])[CH2:20][C:21]1[CH:26]=[CH:25][CH:24]=[CH:23][CH:22]=1. The yield is 0.480.